Dataset: Forward reaction prediction with 1.9M reactions from USPTO patents (1976-2016). Task: Predict the product of the given reaction. (1) Given the reactants [F:1][C:2]1[CH:10]=[CH:9][CH:8]=[C:7]2[C:3]=1[CH2:4][CH2:5][C:6]2=[O:11].[N-:12]=[N+:13]=[N-:14].[Na+], predict the reaction product. The product is: [N:12]([CH:5]1[CH2:4][C:3]2[C:7](=[CH:8][CH:9]=[CH:10][C:2]=2[F:1])[C:6]1=[O:11])=[N+:13]=[N-:14]. (2) Given the reactants C(O[C:4]([N:6]1[CH:10]=[C:9]([C:11]2[CH:16]=[CH:15][C:14]([S:17]([CH3:20])(=[O:19])=[O:18])=[CH:13][CH:12]=2)[N:8]([CH2:21][C:22]2[CH:27]=[CH:26][C:25]([C:28]([P:31]([O:36][CH2:37][CH3:38])([O:33][CH2:34][CH3:35])=[O:32])([F:30])[F:29])=[C:24]([Br:39])[CH:23]=2)[C:7]1=[O:40])=O)C.CNC, predict the reaction product. The product is: [CH2:34]([O:33][P:31]([C:28]([C:25]1[CH:26]=[CH:27][C:22]([CH2:21][N:8]2[C:9]([C:11]3[CH:16]=[CH:15][C:14]([S:17]([CH3:20])(=[O:18])=[O:19])=[CH:13][CH:12]=3)=[CH:10][N:6]([CH3:4])[C:7]2=[O:40])=[CH:23][C:24]=1[Br:39])([F:29])[F:30])(=[O:32])[O:36][CH2:37][CH3:38])[CH3:35]. (3) The product is: [NH3:4].[C:43]([CH:46]([NH2:50])[C:47]([N:13]1[CH2:12][CH2:11][CH:10]([NH:9][C:7](=[O:8])[C:6]2[CH:16]=[C:2]([F:1])[CH:3]=[N:4][C:5]=2[O:17][C:18]2[CH:23]=[CH:22][CH:21]=[C:20]([S:24][CH3:25])[CH:19]=2)[CH2:15][CH2:14]1)=[O:48])(=[O:45])[CH3:44]. Given the reactants [F:1][C:2]1[CH:3]=[N:4][C:5]([O:17][C:18]2[CH:23]=[CH:22][CH:21]=[C:20]([S:24][CH3:25])[CH:19]=2)=[C:6]([CH:16]=1)[C:7]([NH:9][CH:10]1[CH2:15][CH2:14][NH:13][CH2:12][CH2:11]1)=[O:8].ON1C2C=CC=CC=2N=N1.CN1CCOCC1.[C:43]([CH:46]([NH2:50])[C:47](O)=[O:48])(=[O:45])[CH3:44].Cl.CN(C)CCCN=C=NCC, predict the reaction product.